This data is from Reaction yield outcomes from USPTO patents with 853,638 reactions. The task is: Predict the reaction yield, written as a fraction of the theoretical maximum amount of product (1.0 means a 100% yield; for example, 0.34 means a 34% yield). (1) The reactants are [CH3:1][O:2][C:3]([C:5]1[C:9]([N+:10]([O-])=O)=[CH:8][NH:7][N:6]=1)=[O:4].C([O-])=O.[NH4+]. The catalyst is CO.[Pd]. The product is [CH3:1][O:2][C:3]([C:5]1[C:9]([NH2:10])=[CH:8][NH:7][N:6]=1)=[O:4]. The yield is 0.950. (2) The reactants are C1(OC)C=CC=CC=1.[CH3:9][CH:10]([CH3:36])[CH:11]([NH:19][S:20]([C:23]1[CH:24]=[CH:25][C:26]2[C:30]3[CH2:31][CH2:32][CH2:33][CH2:34][C:29]=3[O:28][C:27]=2[CH:35]=1)(=[O:22])=[O:21])[C:12]([O:14]C(C)(C)C)=[O:13]. The catalyst is FC(F)(F)C(O)=O. The product is [CH3:9][CH:10]([CH3:36])[CH:11]([NH:19][S:20]([C:23]1[CH:24]=[CH:25][C:26]2[C:30]3[CH2:31][CH2:32][CH2:33][CH2:34][C:29]=3[O:28][C:27]=2[CH:35]=1)(=[O:22])=[O:21])[C:12]([OH:14])=[O:13]. The yield is 0.710. (3) The reactants are [Li].[O:2]1[CH2:7][CH2:6][CH2:5][CH2:4][CH:3]1[O:8][C:9]1[CH:16]=[CH:15][C:12]([CH:13]=O)=[CH:11][CH:10]=1.[Br-].[OH:18][CH2:19][CH2:20][CH2:21][CH2:22][CH2:23][CH2:24][O:25][C:26]1[CH:31]=[CH:30][C:29]([CH2:32][P+](C2C=CC=CC=2)(C2C=CC=CC=2)C2C=CC=CC=2)=[CH:28][CH:27]=1. The catalyst is C(O)C. The product is [OH:18][CH2:19][CH2:20][CH2:21][CH2:22][CH2:23][CH2:24][O:25][C:26]1[CH:31]=[CH:30][C:29](/[CH:32]=[CH:13]/[C:12]2[CH:15]=[CH:16][C:9]([O:8][CH:3]3[CH2:4][CH2:5][CH2:6][CH2:7][O:2]3)=[CH:10][CH:11]=2)=[CH:28][CH:27]=1. The yield is 0.310. (4) The reactants are [Cl:1][C:2]1[CH:3]=[C:4]([C:8](=[O:17])[CH2:9][C:10](=O)[C:11]([O:13][CH2:14][CH3:15])=[O:12])[CH:5]=[CH:6][CH:7]=1.Cl.[NH2:19]O. The catalyst is CO. The product is [CH2:14]([O:13][C:11]([C:10]1[CH:9]=[C:8]([C:4]2[CH:5]=[CH:6][CH:7]=[C:2]([Cl:1])[CH:3]=2)[O:17][N:19]=1)=[O:12])[CH3:15]. The yield is 0.710. (5) The reactants are [Br:1][C:2]1[CH:7]=[C:6]([C:8]([OH:10])=O)[C:5]([F:11])=[CH:4][N:3]=1.[NH2:12][CH2:13][CH2:14][OH:15]. No catalyst specified. The product is [Br:1][C:2]1[CH:7]=[C:6]([C:8]([NH:12][CH2:13][CH2:14][OH:15])=[O:10])[C:5]([F:11])=[CH:4][N:3]=1. The yield is 0.610. (6) The reactants are Cl.[CH:2]1([CH2:8][CH2:9][NH:10][CH2:11][CH2:12][C:13]([OH:15])=[O:14])[CH2:7][CH2:6][CH2:5][CH2:4][CH2:3]1.[C:16](=O)([O:22]C(C)(C)C)[O:17][C:18]([CH3:21])([CH3:20])[CH3:19].C(N(CC)CC)C.C(O)(=O)CC(CC(O)=O)(C(O)=O)O. The catalyst is O1CCCC1. The product is [C:18]([O:17][C:16]([N:10]([CH2:11][CH2:12][C:13]([OH:15])=[O:14])[CH2:9][CH2:8][CH:2]1[CH2:7][CH2:6][CH2:5][CH2:4][CH2:3]1)=[O:22])([CH3:21])([CH3:20])[CH3:19]. The yield is 0.620. (7) The reactants are Br[CH2:2][C:3](=[O:8])[C:4]([CH3:7])([CH3:6])[CH3:5].[N-:9]=[N+:10]=[N-:11].[Na+]. The catalyst is CC(C)=O.[Cl-].[Na+].O. The product is [N:9]([CH2:2][C:3](=[O:8])[C:4]([CH3:7])([CH3:6])[CH3:5])=[N+:10]=[N-:11]. The yield is 1.00. (8) The reactants are [Cl:1][C:2]1[N:7]=[C:6]([S:8][CH2:9][C:10]2[CH:15]=[CH:14][CH:13]=[CH:12][CH:11]=2)[N:5]=[C:4]([NH2:16])[C:3]=1[N+:17]([O-])=O.[NH4+].[Cl-]. The catalyst is CCO.O.[Fe]. The product is [Cl:1][C:2]1[N:7]=[C:6]([S:8][CH2:9][C:10]2[CH:15]=[CH:14][CH:13]=[CH:12][CH:11]=2)[N:5]=[C:4]([NH2:16])[C:3]=1[NH2:17]. The yield is 0.780. (9) The reactants are Cl[C:2]1[C:11]2[C:6](=[CH:7][CH:8]=[C:9]([F:12])[CH:10]=2)[N:5]([CH3:13])[C:4](=[O:14])[C:3]=1[C:15]#[N:16].[NH:17]1[CH2:22][CH2:21][NH:20][CH2:19][CH2:18]1. The catalyst is ClCCl. The product is [F:12][C:9]1[CH:10]=[C:11]2[C:6](=[CH:7][CH:8]=1)[N:5]([CH3:13])[C:4](=[O:14])[C:3]([C:15]#[N:16])=[C:2]2[N:17]1[CH2:22][CH2:21][NH:20][CH2:19][CH2:18]1. The yield is 0.860. (10) The reactants are [F:1][C:2]1[CH:23]=[CH:22][C:5]([CH2:6][NH:7][C:8]([C:10]2[S:18][C:17]3[N:12]([C:13](=[O:21])[NH:14][C:15](=[O:20])[C:16]=3[CH3:19])[CH:11]=2)=[O:9])=[CH:4][CH:3]=1.[CH3:24][O:25][C:26](=[O:37])[C:27]1[CH:32]=[CH:31][C:30]([CH2:33]Br)=[CH:29][C:28]=1[O:35][CH3:36]. No catalyst specified. The product is [CH3:24][O:25][C:26](=[O:37])[C:27]1[CH:32]=[CH:31][C:30]([CH2:33][N:14]2[C:15](=[O:20])[C:16]([CH3:19])=[C:17]3[S:18][C:10]([C:8](=[O:9])[NH:7][CH2:6][C:5]4[CH:4]=[CH:3][C:2]([F:1])=[CH:23][CH:22]=4)=[CH:11][N:12]3[C:13]2=[O:21])=[CH:29][C:28]=1[O:35][CH3:36]. The yield is 0.750.